Dataset: Forward reaction prediction with 1.9M reactions from USPTO patents (1976-2016). Task: Predict the product of the given reaction. (1) The product is: [CH:1]1([CH2:4][N+:5]2([O-:35])[CH2:23][CH2:22][C@:12]34[C:13]5[C:14]6[O:21][C@H:11]3[C:10](=[O:24])[CH:9]([CH3:25])[CH2:8][C@@:7]4([OH:26])[C@H:6]2[CH2:19][C:18]=5[CH:17]=[CH:16][C:15]=6[OH:20])[CH2:2][CH2:3]1. Given the reactants [CH:1]1([CH2:4][N:5]2[CH2:23][CH2:22][C@:12]34[C:13]5[C:14]6[O:21][C@H:11]3[C:10](=[O:24])[CH:9]([CH3:25])[CH2:8][C@@:7]4([OH:26])[C@H:6]2[CH2:19][C:18]=5[CH:17]=[CH:16][C:15]=6[OH:20])[CH2:3][CH2:2]1.C1C=C(Cl)C=C(C(OO)=[O:35])C=1, predict the reaction product. (2) Given the reactants [CH3:1][CH:2]([C:5]1[CH:10]=[CH:9][CH:8]=[C:7]([N+:11]([O-:13])=[O:12])[C:6]=1[OH:14])[CH:3]=[CH2:4].[CH3:15][O:16][C:17](=[O:20])[CH2:18]Br.C([O-])([O-])=O.[K+].[K+], predict the reaction product. The product is: [CH3:1][CH:2]([C:5]1[CH:10]=[CH:9][CH:8]=[C:7]([N+:11]([O-:13])=[O:12])[C:6]=1[O:14][CH2:18][C:17]([O:16][CH3:15])=[O:20])[CH:3]=[CH2:4]. (3) Given the reactants F[C:2]1C=CC=C(OC)[C:3]=1[OH:10].F[C:12]1[CH:13]=[C:14](C)[CH:15]=[CH:16][C:17]=1[N+:18]([O-:20])=[O:19].FC1C=CC(N)=C(OC2C(OC)=CC=CC=2F)C=1.[F:40][C:41]1[CH:55]=[CH:54][CH:53]=[C:52]([O:56][CH3:57])[C:42]=1[O:43][C:44]1[CH:50]=[C:49]([CH3:51])[CH:48]=[CH:47][C:45]=1[NH2:46].[NH2:58][C:59]1[S:60][CH:61]=[CH:62][N:63]=1, predict the reaction product. The product is: [N+:18]([C:17]1[CH:16]=[CH:15][CH:14]=[CH:13][C:12]=1[CH3:2])([O-:20])=[O:19].[F:40][C:41]1[CH:55]=[CH:54][CH:53]=[C:52]([O:56][CH3:57])[C:42]=1[O:43][C:44]1[CH:50]=[C:49]([CH3:51])[CH:48]=[CH:47][C:45]=1[NH:46][C:3]([NH:58][C:59]1[S:60][CH:61]=[CH:62][N:63]=1)=[O:10]. (4) Given the reactants [C:1]([OH:9])(=O)[C:2]1[CH:7]=[CH:6][CH:5]=[CH:4][CH:3]=1.[C:10]1([CH3:17])[CH:15]=[CH:14][CH:13]=[C:12]([CH3:16])[CH:11]=1.CCCCN1C=[N+](C)C=C1, predict the reaction product. The product is: [CH3:17][C:10]1[CH:11]=[C:12]([CH3:16])[CH:13]=[CH:14][C:15]=1[C:1]([C:2]1[CH:3]=[CH:4][CH:5]=[CH:6][CH:7]=1)=[O:9]. (5) Given the reactants C[O:2][C:3](=[O:28])[C@@H:4]([N:6]1[CH:11]=[C:10]([C:12]2[CH:17]=[CH:16][C:15]([F:18])=[C:14]([F:19])[CH:13]=2)[C:9]([CH2:20][CH2:21][CH2:22][CH2:23][CH2:24][CH2:25][CH3:26])=[CH:8][C:7]1=[O:27])[CH3:5].[Li+].[OH-], predict the reaction product. The product is: [F:19][C:14]1[CH:13]=[C:12]([C:10]2[C:9]([CH2:20][CH2:21][CH2:22][CH2:23][CH2:24][CH2:25][CH3:26])=[CH:8][C:7](=[O:27])[N:6]([C@@H:4]([CH3:5])[C:3]([OH:28])=[O:2])[CH:11]=2)[CH:17]=[CH:16][C:15]=1[F:18]. (6) The product is: [Br:1][C:2]1[CH:8]=[C:7]2[C:5](=[CH:4][C:3]=1[OH:9])[O:6][C:19](=[O:20])[CH:18]=[C:17]2[CH2:16][Cl:15]. Given the reactants [Br:1][C:2]1[CH:8]=[CH:7][C:5]([OH:6])=[CH:4][C:3]=1[OH:9].S(=O)(=O)(O)O.[Cl:15][CH2:16][C:17](=O)[CH2:18][C:19](OCC)=[O:20], predict the reaction product. (7) Given the reactants [Si:1]([O:8][C@@H:9]([CH2:15][Cl:16])[CH2:10][C:11](OC)=[O:12])([C:4]([CH3:7])([CH3:6])[CH3:5])([CH3:3])[CH3:2].CC(C[AlH]CC(C)C)C.CO, predict the reaction product. The product is: [Si:1]([O:8][C@@H:9]([CH2:15][Cl:16])[CH2:10][CH:11]=[O:12])([C:4]([CH3:7])([CH3:6])[CH3:5])([CH3:3])[CH3:2]. (8) Given the reactants [F:1][C:2]1[CH:3]=[C:4]2[C:8](=[CH:9][CH:10]=1)[N:7]([CH3:11])[CH:6]=[C:5]2[C:12]1[C:13](=[O:29])[NH:14][C:15](=[O:28])[C:16]=1[C:17]1[C:21]2[CH:22]=[CH:23][C:24]([CH2:26][OH:27])=[CH:25][C:20]=2[O:19][CH:18]=1.[H-].[Na+].[CH3:32]I, predict the reaction product. The product is: [F:1][C:2]1[CH:3]=[C:4]2[C:8](=[CH:9][CH:10]=1)[N:7]([CH3:11])[CH:6]=[C:5]2[C:12]1[C:13](=[O:29])[N:14]([CH3:32])[C:15](=[O:28])[C:16]=1[C:17]1[C:21]2[CH:22]=[CH:23][C:24]([CH2:26][OH:27])=[CH:25][C:20]=2[O:19][CH:18]=1. (9) Given the reactants [F:1][C:2]1[CH:3]=[CH:4][CH:5]=[C:6]2[C:10]=1[NH:9][C:8](=[O:11])[CH:7]2SC.S(=O)(O)[O-].[Na+], predict the reaction product. The product is: [F:1][C:2]1[CH:3]=[CH:4][CH:5]=[C:6]2[C:10]=1[NH:9][C:8](=[O:11])[CH2:7]2. (10) Given the reactants [CH3:1][O:2][C:3]1[CH:19]=[C:18]([O:20][CH3:21])[CH:17]=[CH:16][C:4]=1[C:5](=[N:14]O)[C:6]1[CH:11]=[CH:10][CH:9]=[CH:8][C:7]=1[O:12][CH3:13].N.C([O-])(=O)C.[NH4+], predict the reaction product. The product is: [CH3:1][O:2][C:3]1[CH:19]=[C:18]([O:20][CH3:21])[CH:17]=[CH:16][C:4]=1[CH:5]([NH2:14])[C:6]1[CH:11]=[CH:10][CH:9]=[CH:8][C:7]=1[O:12][CH3:13].